Dataset: Forward reaction prediction with 1.9M reactions from USPTO patents (1976-2016). Task: Predict the product of the given reaction. (1) Given the reactants S(=O)(=O)(O)[OH:2].[Br:6][C:7]1[CH:8]=[C:9]([CH:12]=[O:13])[S:10][CH:11]=1, predict the reaction product. The product is: [Br:6][C:7]1[CH:8]=[C:9]([C:12]([OH:2])=[O:13])[S:10][CH:11]=1. (2) Given the reactants [Cl:1][C:2]([F:10])([F:9])[C:3]1[S:7][C:6]([NH2:8])=[N:5][N:4]=1.[O:11]1[C:15]2[CH:16]=[CH:17][CH:18]=[CH:19][C:14]=2[CH:13]=[C:12]1[C:20](=O)[CH2:21][Br:22], predict the reaction product. The product is: [O:11]1[C:15]2[CH:16]=[CH:17][CH:18]=[CH:19][C:14]=2[CH:13]=[C:12]1[C:20]1[N:8]=[C:6]2[N:5]([CH:21]=1)[N:4]=[C:3]([C:2]([Cl:1])([F:10])[F:9])[S:7]2.[BrH:22]. (3) Given the reactants [I:1][C:2]1[CH:7]=[CH:6][C:5]([C:8](=[O:13])[CH2:9][C:10](=[O:12])[CH3:11])=[CH:4][CH:3]=1.C[C:15](C1C=CC(I)=CC=1)=[O:16].[H-].[Na+].C[C:27]([CH3:35])([CH3:34])[C:28](=O)[CH2:29][C:30](=[O:32])[CH3:31], predict the reaction product. The product is: [OH:32][C:30]1[CH:29]=[CH:28][C:27](/[CH:34]=[CH:11]/[C:10](=[O:12])[CH2:9][C:8]([C:5]2[CH:4]=[CH:3][C:2]([I:1])=[CH:7][CH:6]=2)=[O:13])=[CH:35][C:31]=1[O:16][CH3:15]. (4) Given the reactants [Br:1][C:2]1[CH:8]=[CH:7][C:5]([NH2:6])=[CH:4][CH:3]=1.[F:9][C:10]1[CH:18]=[CH:17][CH:16]=[C:15]([F:19])[C:11]=1[C:12](Cl)=[O:13], predict the reaction product. The product is: [NH2:6][C:5]1[CH:7]=[CH:8][C:2]([Br:1])=[CH:3][C:4]=1[C:12]([C:11]1[C:10]([F:9])=[CH:18][CH:17]=[CH:16][C:15]=1[F:19])=[O:13]. (5) Given the reactants Cl.[OH:2][CH2:3][C:4]1([OH:10])[CH2:9][CH2:8][NH:7][CH2:6][CH2:5]1.[Cl:11][C:12]1[C:21]2[C:16](=[CH:17][C:18]([C:22]#[N:23])=[CH:19][CH:20]=2)[C:15]([NH:24][CH2:25][C:26]2[CH:31]=[CH:30][C:29]([O:32][CH3:33])=[C:28]([Cl:34])[CH:27]=2)=[N:14][N:13]=1, predict the reaction product. The product is: [ClH:11].[Cl:34][C:28]1[CH:27]=[C:26]([CH:31]=[CH:30][C:29]=1[O:32][CH3:33])[CH2:25][NH:24][C:15]1[C:16]2[C:21](=[CH:20][CH:19]=[C:18]([C:22]#[N:23])[CH:17]=2)[C:12]([N:7]2[CH2:8][CH2:9][C:4]([OH:10])([CH2:3][OH:2])[CH2:5][CH2:6]2)=[N:13][N:14]=1. (6) Given the reactants B(Cl)(Cl)Cl.[F:5][C:6]1[CH:11]=[CH:10][C:9]([NH2:12])=[CH:8][C:7]=1[F:13].[C:14]([C:16]1[CH:21]=[CH:20][N:19]=[CH:18][CH:17]=1)#N.Cl.[OH-:23].[Na+], predict the reaction product. The product is: [NH2:12][C:9]1[CH:8]=[C:7]([F:13])[C:6]([F:5])=[CH:11][C:10]=1[C:14]([C:16]1[CH:21]=[CH:20][N:19]=[CH:18][CH:17]=1)=[O:23]. (7) Given the reactants C(OC([NH:8][S:9]([N:12]([CH3:50])[CH2:13][CH2:14][N:15]1[CH2:19][CH2:18][CH2:17][CH:16]1[CH2:20][O:21][C@H:22]1[CH2:29][N:28]2[C:30]3[CH:31]=[C:32]([C:43]([OH:45])=[O:44])[CH:33]=[CH:34][C:35]=3[C:36]([CH:37]3[CH2:42][CH2:41][CH2:40][CH2:39][CH2:38]3)=[C:27]2[C:26]2[CH:46]=[CH:47][CH:48]=[CH:49][C:25]=2[O:24][CH2:23]1)(=[O:11])=[O:10])=O)(C)(C)C.C(O)(C(F)(F)F)=O, predict the reaction product. The product is: [NH2:8][S:9]([N:12]([CH3:50])[CH2:13][CH2:14][N:15]1[CH2:19][CH2:18][CH2:17][CH:16]1[CH2:20][O:21][C@H:22]1[CH2:29][N:28]2[C:30]3[CH:31]=[C:32]([C:43]([OH:45])=[O:44])[CH:33]=[CH:34][C:35]=3[C:36]([CH:37]3[CH2:42][CH2:41][CH2:40][CH2:39][CH2:38]3)=[C:27]2[C:26]2[CH:46]=[CH:47][CH:48]=[CH:49][C:25]=2[O:24][CH2:23]1)(=[O:11])=[O:10]. (8) Given the reactants [Br:1][C:2]1[CH:7]=[CH:6][C:5]([CH2:8][OH:9])=[C:4]([F:10])[CH:3]=1.[H-].[Na+].Br[CH2:14][CH2:15][O:16][CH3:17], predict the reaction product. The product is: [Br:1][C:2]1[CH:7]=[CH:6][C:5]([CH2:8][O:9][CH2:14][CH2:15][O:16][CH3:17])=[C:4]([F:10])[CH:3]=1.